From a dataset of Reaction yield outcomes from USPTO patents with 853,638 reactions. Predict the reaction yield, written as a fraction of the theoretical maximum amount of product (1.0 means a 100% yield; for example, 0.34 means a 34% yield). (1) The reactants are OO.[OH:3][C:4]1[CH:11]=[CH:10][C:7]([C:8]#[N:9])=[CH:6][C:5]=1[O:12][CH3:13].[OH-].[K+].S([O-])([O-])=[O:17].[Na+].[Na+]. No catalyst specified. The product is [OH:3][C:4]1[CH:11]=[CH:10][C:7]([C:8]([NH2:9])=[O:17])=[CH:6][C:5]=1[O:12][CH3:13]. The yield is 0.760. (2) The reactants are [Cl:1][C:2]1[N:7]=[CH:6][C:5]([S:8]([N:11]2[C:15]([C:16]3[CH:21]=[CH:20][CH:19]=[CH:18][CH:17]=3)=[CH:14][C:13]([CH:22]=O)=[CH:12]2)(=[O:10])=[O:9])=[CH:4][C:3]=1[CH3:24].[CH3:25][NH2:26].[BH4-].[Na+].[C:29](=[O:32])([O-])[OH:30].[Na+]. The catalyst is O1CCCC1.CO.O. The product is [Cl:1][C:2]1[N:7]=[CH:6][C:5]([S:8]([N:11]2[C:15]([C:16]3[CH:21]=[CH:20][CH:19]=[CH:18][CH:17]=3)=[CH:14][C:13]([CH2:22][N:26]([CH3:25])[C:29](=[O:32])[O:30][C:3]([CH3:24])([CH3:4])[CH3:2])=[CH:12]2)(=[O:10])=[O:9])=[CH:4][C:3]=1[CH3:24]. The yield is 0.770. (3) The reactants are Cl.[NH2:2][CH2:3][C:4]1[CH:12]=[CH:11][CH:10]=[C:9]2[C:5]=1[C:6](=[O:22])[N:7]([CH:14]1[CH2:19][CH2:18][C:17](=[O:20])[NH:16][C:15]1=[O:21])[C:8]2=[O:13].[CH:23]1[C:32]2[C:27](=[CH:28][CH:29]=[CH:30][CH:31]=2)[CH:26]=[CH:25][C:24]=1[N:33]=[C:34]=[O:35].C(N(C(C)C)CC)(C)C. The catalyst is N1C=CC=CC=1. The product is [O:21]=[C:15]1[CH:14]([N:7]2[C:6](=[O:22])[C:5]3[C:9](=[CH:10][CH:11]=[CH:12][C:4]=3[CH2:3][NH:2][C:34]([NH:33][C:24]3[CH:25]=[CH:26][C:27]4[C:32](=[CH:31][CH:30]=[CH:29][CH:28]=4)[CH:23]=3)=[O:35])[C:8]2=[O:13])[CH2:19][CH2:18][C:17](=[O:20])[NH:16]1. The yield is 0.700. (4) The reactants are [C:1]([C:3](=[N:9]O)[C:4]([O:6][CH2:7][CH3:8])=[O:5])#[N:2]. The catalyst is C(O)C.O=[Pt]=O. The product is [NH2:9][CH:3]([C:1]#[N:2])[C:4]([O:6][CH2:7][CH3:8])=[O:5]. The yield is 0.890. (5) The reactants are [Br:1][C:2]1[CH:15]=[C:14]2[C:5]([O:6][C:7]3[C:8]([F:24])=[CH:9][C:10]([O:22][CH3:23])=[CH:11][C:12]=3[C@@:13]32[CH2:20][CH2:19][S:18][C:17]([NH2:21])=[N:16]3)=[CH:4][CH:3]=1.[C:25](=[O:28])(O)[O-:26].[Na+]. The catalyst is O1CCOCC1.C(OCC)(=O)C. The product is [C:12]([O:26][C:25](=[O:28])[NH:21][C:17]1[S:18][CH2:19][CH2:20][C@@:13]2([N:16]=1)[C:12]1[CH:11]=[C:10]([O:22][CH3:23])[CH:9]=[C:8]([F:24])[C:7]=1[O:6][C:5]1[C:14]2=[CH:15][C:2]([Br:1])=[CH:3][CH:4]=1)([CH3:13])([CH3:11])[CH3:7]. The yield is 0.980. (6) The reactants are [Br:1][C:2]1[CH:3]=[CH:4][C:5]2[O:14][C:13]3[C:12](=[O:15])[NH:11][C:10]([CH2:16]Cl)=[N:9][C:8]=3[C:6]=2[CH:7]=1.[NH:18]1[CH2:23][CH2:22][CH2:21][CH2:20][CH2:19]1. The catalyst is C(O)C. The product is [Br:1][C:2]1[CH:3]=[CH:4][C:5]2[O:14][C:13]3[C:12](=[O:15])[NH:11][C:10]([CH2:16][N:18]4[CH2:23][CH2:22][CH2:21][CH2:20][CH2:19]4)=[N:9][C:8]=3[C:6]=2[CH:7]=1. The yield is 0.200.